From a dataset of Reaction yield outcomes from USPTO patents with 853,638 reactions. Predict the reaction yield, written as a fraction of the theoretical maximum amount of product (1.0 means a 100% yield; for example, 0.34 means a 34% yield). (1) The reactants are [C:1]([O:7][CH2:8][CH3:9])(=[O:6])[CH2:2][C:3]([O-:5])=O.C[Mg]Br.Cl.[Br:14][C:15]1[N:16]=[CH:17][N:18]([C:23]2[CH:28]=[CH:27][C:26]([CH3:29])=[CH:25][C:24]=2[CH3:30])[C:19]=1C(Cl)=O. The catalyst is C1COCC1. The product is [Br:14][C:15]1[N:16]=[CH:17][N:18]([C:23]2[CH:28]=[CH:27][C:26]([CH3:29])=[CH:25][C:24]=2[CH3:30])[C:19]=1[C:3](=[O:5])[CH2:2][C:1]([O:7][CH2:8][CH3:9])=[O:6]. The yield is 0.940. (2) The reactants are CS(C)=O.C(Cl)(=O)C(Cl)=O.[OH:11][CH:12]([C:14]1[S:15][C:16]([C:26]2[CH:31]=[CH:30][N:29]=[C:28]([NH:32][C:33](=[O:36])[CH2:34][CH3:35])[CH:27]=2)=[C:17]([C:19]2[CH:24]=[CH:23][CH:22]=[C:21]([CH3:25])[CH:20]=2)[N:18]=1)[CH3:13].C(N(CC)CC)C.C(=O)([O-])O.[Na+]. The catalyst is ClCCl. The product is [C:12]([C:14]1[S:15][C:16]([C:26]2[CH:31]=[CH:30][N:29]=[C:28]([NH:32][C:33](=[O:36])[CH2:34][CH3:35])[CH:27]=2)=[C:17]([C:19]2[CH:24]=[CH:23][CH:22]=[C:21]([CH3:25])[CH:20]=2)[N:18]=1)(=[O:11])[CH3:13]. The yield is 0.580. (3) The reactants are Br[C:2]1[CH:3]=[C:4]2[C:9](=[CH:10][C:11]=1[O:12][CH3:13])[C:8](=[O:14])[NH:7][C:6](=[O:15])[C:5]2=[CH:16][NH:17][C:18]1[CH:23]=[CH:22][C:21]([CH2:24][N:25]2[CH2:30][CH2:29][CH2:28][CH2:27][CH2:26]2)=[CH:20][CH:19]=1.[F:31][C:32]1[CH:37]=[CH:36][C:35](B(O)O)=[CH:34][CH:33]=1.C(P(C(C)(C)C)C(C)(C)C)(C)(C)C.C(=O)([O-])[O-].[Cs+].[Cs+]. The catalyst is C1C=CC(/C=C/C(/C=C/C2C=CC=CC=2)=O)=CC=1.C1C=CC(/C=C/C(/C=C/C2C=CC=CC=2)=O)=CC=1.C1C=CC(/C=C/C(/C=C/C2C=CC=CC=2)=O)=CC=1.C(Cl)(Cl)Cl.[Pd].[Pd].CN(C)C=O. The product is [F:31][C:32]1[CH:37]=[CH:36][C:35]([C:2]2[CH:3]=[C:4]3[C:9](=[CH:10][C:11]=2[O:12][CH3:13])[C:8](=[O:14])[NH:7][C:6](=[O:15])[C:5]3=[CH:16][NH:17][C:18]2[CH:19]=[CH:20][C:21]([CH2:24][N:25]3[CH2:30][CH2:29][CH2:28][CH2:27][CH2:26]3)=[CH:22][CH:23]=2)=[CH:34][CH:33]=1. The yield is 0.480. (4) The reactants are [CH3:1][C:2]1[CH:7]=[CH:6][C:5]([S:8]([O:11][CH2:12][CH:13]2[CH2:17][C:16]3[CH:18]=[CH:19][CH:20]=[C:21](Br)[C:15]=3[O:14]2)(=[O:10])=[O:9])=[CH:4][CH:3]=1.[CH3:23][C:24]1[C:29]([CH3:30])=[CH:28][CH:27]=[CH:26][C:25]=1B(O)O.C(=O)([O-])[O-].[K+].[K+].CC1C=CC(S(OCC2CC3C(C4C=CC=CC=4)=CC=CC=3O2)(=O)=O)=CC=1. The catalyst is CC1C=CC=CC=1[P](C1C=CC=CC=1C)([Pd](Cl)(Cl)[P](C1=C(C)C=CC=C1)(C1C=CC=CC=1C)C1C=CC=CC=1C)C1C=CC=CC=1C. The product is [CH3:1][C:2]1[CH:7]=[CH:6][C:5]([S:8]([O:11][CH2:12][CH:13]2[CH2:17][C:16]3[CH:18]=[CH:19][CH:20]=[C:21]([C:25]4[CH:26]=[CH:27][CH:28]=[C:29]([CH3:30])[C:24]=4[CH3:23])[C:15]=3[O:14]2)(=[O:10])=[O:9])=[CH:4][CH:3]=1. The yield is 0.620. (5) The reactants are [Br:1][C:2]1[CH:3]=[C:4](/[CH:9]=[CH:10]/[C:11]([NH:13][C:14]2([C:20]([NH:22][CH2:23][CH2:24][C:25]3[C:33]4[C:28](=[CH:29][CH:30]=[C:31]([F:34])[CH:32]=4)[NH:27][CH:26]=3)=[O:21])[CH2:19][CH2:18][NH:17][CH2:16][CH2:15]2)=[O:12])[CH:5]=[CH:6][C:7]=1[F:8].CCN(C(C)C)C(C)C.[F:44][C:45]([F:56])([F:55])[C:46](O[C:46](=[O:47])[C:45]([F:56])([F:55])[F:44])=[O:47]. The catalyst is C(Cl)Cl. The product is [Br:1][C:2]1[CH:3]=[C:4](/[CH:9]=[CH:10]/[C:11]([NH:13][C:14]2([C:20]([NH:22][CH2:23][CH2:24][C:25]3[C:33]4[C:28](=[CH:29][CH:30]=[C:31]([F:34])[CH:32]=4)[NH:27][CH:26]=3)=[O:21])[CH2:19][CH2:18][N:17]([C:46](=[O:47])[C:45]([F:56])([F:55])[F:44])[CH2:16][CH2:15]2)=[O:12])[CH:5]=[CH:6][C:7]=1[F:8]. The yield is 0.710. (6) The reactants are Cl.[Cl:2][C:3]1[CH:8]=[CH:7][C:6]([C:9]2([C:15]#[N:16])[CH2:14][CH2:13][NH:12][CH2:11][CH2:10]2)=[CH:5][CH:4]=1.Cl[C:18]1[C:19]2[CH:26]=[CH:25][NH:24][C:20]=2[N:21]=[CH:22][N:23]=1.C(N(CC)CC)C. The catalyst is C(O)CCC. The product is [Cl:2][C:3]1[CH:8]=[CH:7][C:6]([C:9]2([C:15]#[N:16])[CH2:14][CH2:13][N:12]([C:18]3[C:19]4[CH:26]=[CH:25][NH:24][C:20]=4[N:21]=[CH:22][N:23]=3)[CH2:11][CH2:10]2)=[CH:5][CH:4]=1. The yield is 0.800. (7) The reactants are [CH2:1]([C@@:5]1([CH2:31][CH3:32])[NH:11][C@H:10]([C:12]2[CH:17]=[CH:16][CH:15]=[CH:14][CH:13]=2)[C:9]2[CH:18]=[C:19]([O:27][CH3:28])[C:20]([CH2:22][CH2:23][C:24](O)=[O:25])=[CH:21][C:8]=2[S:7](=[O:30])(=[O:29])[CH2:6]1)[CH2:2][CH2:3][CH3:4].CCN(C(C)C)C(C)C.CN(C(ON1N=NC2C=CC=NC1=2)=[N+](C)C)C.F[P-](F)(F)(F)(F)F.Cl.[NH2:67][C:68]([CH3:74])([CH3:73])[C:69]([O:71][CH3:72])=[O:70]. The catalyst is C(Cl)Cl. The product is [CH2:1]([C@@:5]1([CH2:31][CH3:32])[NH:11][C@H:10]([C:12]2[CH:13]=[CH:14][CH:15]=[CH:16][CH:17]=2)[C:9]2[CH:18]=[C:19]([O:27][CH3:28])[C:20]([CH2:22][CH2:23][C:24]([NH:67][C:68]([CH3:74])([C:69]([O:71][CH3:72])=[O:70])[CH3:73])=[O:25])=[CH:21][C:8]=2[S:7](=[O:29])(=[O:30])[CH2:6]1)[CH2:2][CH2:3][CH3:4]. The yield is 0.890.